Dataset: Full USPTO retrosynthesis dataset with 1.9M reactions from patents (1976-2016). Task: Predict the reactants needed to synthesize the given product. (1) Given the product [CH:24]1([C:23]2[C:15]([O:14][CH2:13][CH:9]3[CH2:10][CH2:11][N:6]([S:57]([CH3:60])(=[O:59])=[O:58])[CH2:7][CH2:8]3)=[CH:16][C:17]([F:27])=[C:18]([CH:22]=2)[C:19]([NH:54][S:57]([CH3:60])(=[O:59])=[O:58])=[O:20])[CH2:26][CH2:25]1, predict the reactants needed to synthesize it. The reactants are: ClC1C(F)=C(C=C(C(F)(F)F)C=1)C[N:6]1[CH2:11][CH2:10][C:9]([CH2:13][O:14][C:15]2[C:23]([CH:24]3[CH2:26][CH2:25]3)=[CH:22][C:18]([C:19](O)=[O:20])=[C:17]([F:27])[CH:16]=2)(F)[CH2:8][CH2:7]1.C1(C2C(OCC3CC[N:54]([S:57]([CH3:60])(=[O:59])=[O:58])CC3)=CC(F)=C(C=2)C(O)=O)CC1. (2) Given the product [CH3:9][O:8][C@@H:6]1[CH2:5][NH:4][C@@H:3]([C:1]#[N:2])[CH2:7]1, predict the reactants needed to synthesize it. The reactants are: [C:1]([C@H:3]1[CH2:7][C@H:6]([O:8][CH3:9])[CH2:5][N:4]1C(OC(C)(C)C)=O)#[N:2].O.C1(C)C=CC(S(O)(=O)=O)=CC=1. (3) Given the product [OH2:3].[C:29]([N:17]1[CH2:18][CH2:19][C:14]2([C:8]3[N:9]([CH3:13])[C:10]4[CH:11]=[CH:12][C:4]([O:3][CH3:2])=[CH:5][C:6]=4[C:7]=3[CH2:21][CH2:20]2)[CH2:15][CH2:16]1)(=[O:36])[C:30]1[CH:35]=[CH:34][CH:33]=[CH:32][CH:31]=1, predict the reactants needed to synthesize it. The reactants are: Cl.[CH3:2][O:3][C:4]1[CH:12]=[CH:11][C:10]2[N:9]([CH3:13])[C:8]3[C:14]4([CH2:20][CH2:21][C:7]=3[C:6]=2[CH:5]=1)[CH2:19][CH2:18][NH:17][CH2:16][CH2:15]4.C(N(CC)CC)C.[C:29](Cl)(=[O:36])[C:30]1[CH:35]=[CH:34][CH:33]=[CH:32][CH:31]=1. (4) The reactants are: [C:1](Cl)(=[O:4])[CH2:2][CH3:3].[N+:6]([C:9]1[CH:15]=[CH:14][C:12]([NH2:13])=[CH:11][CH:10]=1)([O-:8])=[O:7].N1C=CC=CC=1. Given the product [N+:6]([C:9]1[CH:15]=[CH:14][C:12]([NH:13][C:1](=[O:4])[CH2:2][CH3:3])=[CH:11][CH:10]=1)([O-:8])=[O:7], predict the reactants needed to synthesize it. (5) Given the product [C:22]([O:21][C:19]([NH:1][CH:2]([C:6]1[CH:11]=[CH:10][CH:9]=[C:8]([Cl:12])[C:7]=1[Cl:13])[C:3]([OH:5])=[O:4])=[O:20])([CH3:25])([CH3:24])[CH3:23], predict the reactants needed to synthesize it. The reactants are: [NH2:1][CH:2]([C:6]1[CH:11]=[CH:10][CH:9]=[C:8]([Cl:12])[C:7]=1[Cl:13])[C:3]([OH:5])=[O:4].C(=O)(O)[O-].[Na+].[C:19](O[C:19]([O:21][C:22]([CH3:25])([CH3:24])[CH3:23])=[O:20])([O:21][C:22]([CH3:25])([CH3:24])[CH3:23])=[O:20].Cl. (6) Given the product [C:45]([N:26]([CH2:25][C:22]1[O:21][C:20]([C:6]2[C:5]([O:4][CH2:3][O:2][CH3:1])=[CH:10][C:9]([O:11][CH2:12][O:13][CH3:14])=[CH:8][C:7]=2[CH2:15][C:16]([O:18][CH3:19])=[O:17])=[CH:24][CH:23]=1)[CH2:27][CH2:28][CH2:29][N:30]1[CH2:31][CH2:32][O:33][CH2:34][CH2:35]1)(=[O:47])[CH3:46], predict the reactants needed to synthesize it. The reactants are: [CH3:1][O:2][CH2:3][O:4][C:5]1[C:6]([C:20]2[O:21][C:22]([CH2:25][NH:26][CH2:27][CH2:28][CH2:29][N:30]3[CH2:35][CH2:34][O:33][CH2:32][CH2:31]3)=[CH:23][CH:24]=2)=[C:7]([CH2:15][C:16]([O:18][CH3:19])=[O:17])[CH:8]=[C:9]([O:11][CH2:12][O:13][CH3:14])[CH:10]=1.CN(C1C=CC=CN=1)C.[C:45](OC(=O)C)(=[O:47])[CH3:46].C(Cl)(Cl)Cl. (7) The reactants are: C12BC(CCC1)CCC2.C(O[CH:13]([O:16]CC)[CH:14]=[CH2:15])C.Br[C:20]1[CH:21]=[C:22]2[C:27](=[CH:28][CH:29]=1)[N:26]=[CH:25][CH:24]=[CH:23]2.C(=O)([O-])[O-].[K+].[K+].C1(P(C2CCCCC2)C2CCCCC2)CCCCC1. Given the product [N:26]1[C:27]2[C:22](=[CH:21][C:20]([CH2:16][CH2:13][CH:14]=[O:15])=[CH:29][CH:28]=2)[CH:23]=[CH:24][CH:25]=1, predict the reactants needed to synthesize it.